From a dataset of Full USPTO retrosynthesis dataset with 1.9M reactions from patents (1976-2016). Predict the reactants needed to synthesize the given product. (1) Given the product [OH:42][C:41]([CH3:44])([CH3:43])[CH2:40][N:26]1[CH:25]=[C:24]([C:22]2[CH:23]=[C:13]3[C:12]([NH:11][C@H:3]4[C@@H:2]([CH3:1])[CH2:6][N:5]([S:7]([CH3:10])(=[O:8])=[O:9])[CH2:4]4)=[C:17]([C:18]([NH2:20])=[O:19])[CH:16]=[N:15][N:14]3[CH:21]=2)[CH:28]=[N:27]1, predict the reactants needed to synthesize it. The reactants are: [CH3:1][C@H:2]1[CH2:6][N:5]([S:7]([CH3:10])(=[O:9])=[O:8])[CH2:4][C@H:3]1[NH:11][C:12]1[C:13]2[N:14]([CH:21]=[C:22]([C:24]3[CH:25]=[N:26][NH:27][CH:28]=3)[CH:23]=2)[N:15]=[CH:16][C:17]=1[C:18]([NH2:20])=[O:19].C1CCN2C(=NCCC2)CC1.[CH3:40][C:41]1([CH3:44])[CH2:43][O:42]1. (2) Given the product [Cl:49][C:37]1[CH:36]=[CH:35][C:34]([C:13]2[CH:14]=[CH:15][C:16]([C:18]#[C:19][C@@:20]3([CH3:33])[O:25][CH2:24][CH2:23][N:22]([C:26]([O:28][C:29]([CH3:32])([CH3:31])[CH3:30])=[O:27])[CH2:21]3)=[N:17][C:12]=2[C@@H:2]([NH:1][C:65](=[O:66])[CH2:64][N:62]2[C:61]3[C:68]([F:72])([F:73])[C@@H:69]4[CH2:71][C@@H:70]4[C:60]=3[C:59]([C:57]#[N:58])=[N:63]2)[CH2:3][C:4]2[CH:5]=[C:6]([F:11])[CH:7]=[C:8]([F:10])[CH:9]=2)=[C:42]2[C:38]=1[C:39]([NH:44][S:45]([CH3:48])(=[O:46])=[O:47])=[N:40][N:41]2[CH3:43], predict the reactants needed to synthesize it. The reactants are: [NH2:1][C@H:2]([C:12]1[N:17]=[C:16]([C:18]#[C:19][C@@:20]2([CH3:33])[O:25][CH2:24][CH2:23][N:22]([C:26]([O:28][C:29]([CH3:32])([CH3:31])[CH3:30])=[O:27])[CH2:21]2)[CH:15]=[CH:14][C:13]=1[C:34]1[CH:35]=[CH:36][C:37]([Cl:49])=[C:38]2[C:42]=1[N:41]([CH3:43])[N:40]=[C:39]2[NH:44][S:45]([CH3:48])(=[O:47])=[O:46])[CH2:3][C:4]1[CH:9]=[C:8]([F:10])[CH:7]=[C:6]([F:11])[CH:5]=1.C(N(CC)CC)C.[C:57]([C:59]1[C:60]2[C@H:70]3[CH2:71][C@H:69]3[C:68]([F:73])([F:72])[C:61]=2[N:62]([CH2:64][C:65](O)=[O:66])[N:63]=1)#[N:58].CN(C(ON1N=NC2C=CC=NC1=2)=[N+](C)C)C.F[P-](F)(F)(F)(F)F. (3) Given the product [CH3:1][O:2][C:3](=[O:18])[CH:4]([C:11]1[CH:16]=[CH:15][C:14]([C:23]#[C:22][CH2:21][CH:20]([OH:24])[CH3:19])=[CH:13][CH:12]=1)[CH2:5][CH:6]1[CH2:10][CH2:9][CH2:8][CH2:7]1, predict the reactants needed to synthesize it. The reactants are: [CH3:1][O:2][C:3](=[O:18])[CH:4]([C:11]1[CH:16]=[CH:15][C:14](I)=[CH:13][CH:12]=1)[CH2:5][CH:6]1[CH2:10][CH2:9][CH2:8][CH2:7]1.[CH3:19][CH:20]([OH:24])[CH2:21][C:22]#[CH:23]. (4) Given the product [F:1][C:2]1([F:7])[CH2:4][CH:3]1[CH2:5][N:31]1[C:27](=[O:37])[C:28]2[C:29](=[CH:33][CH:34]=[CH:35][CH:36]=2)[C:30]1=[O:32], predict the reactants needed to synthesize it. The reactants are: [F:1][C:2]1([F:7])[CH2:4][CH:3]1[CH2:5]O.C1(P(C2C=CC=CC=2)C2C=CC=CC=2)C=CC=CC=1.[C:27]1(=[O:37])[NH:31][C:30](=[O:32])[C:29]2=[CH:33][CH:34]=[CH:35][CH:36]=[C:28]12.CCOC(/N=N/C(OCC)=O)=O. (5) Given the product [C:1]1([S:7]([NH:10][C:11]2[CH:12]=[CH:13][C:14]([N:17]([C:24]3[CH:25]=[CH:26][C:27]([C:28]([NH2:37])=[NH:29])=[CH:30][CH:31]=3)[CH2:18][C:19]([NH:21][CH2:22][CH3:23])=[O:20])=[CH:15][CH:16]=2)(=[O:8])=[O:9])[CH:2]=[CH:3][CH:4]=[CH:5][CH:6]=1, predict the reactants needed to synthesize it. The reactants are: [C:1]1([S:7]([NH:10][C:11]2[CH:16]=[CH:15][C:14]([N:17]([C:24]3[CH:31]=[CH:30][C:27]([C:28]#[N:29])=[CH:26][CH:25]=3)[CH2:18][C:19]([NH:21][CH2:22][CH3:23])=[O:20])=[CH:13][CH:12]=2)(=[O:9])=[O:8])[CH:6]=[CH:5][CH:4]=[CH:3][CH:2]=1.Cl.C(=O)([O-])[O-].[NH4+:37].[NH4+]. (6) Given the product [F:1][C:2]1[CH:3]=[C:4]2[C:9](=[CH:10][CH:11]=1)[CH:8]=[C:7]([CH2:12][N:13]1[CH:18]=[CH:17][CH:16]=[C:15]([C:19]([NH:23][C@@H:24]([CH2:32][CH2:33][CH2:34][NH:35][C:36]([NH:38][S:39]([C:42]3[C:43]([CH3:56])=[C:44]4[C:49](=[C:50]([CH3:53])[C:51]=3[CH3:52])[O:48][C:47]([CH3:55])([CH3:54])[CH2:46][CH2:45]4)(=[O:40])=[O:41])=[NH:37])[C:25]([O:27][C:28]([CH3:29])([CH3:30])[CH3:31])=[O:26])=[O:21])[C:14]1=[O:22])[CH:6]=[CH:5]2, predict the reactants needed to synthesize it. The reactants are: [F:1][C:2]1[CH:3]=[C:4]2[C:9](=[CH:10][CH:11]=1)[CH:8]=[C:7]([CH2:12][N:13]1[CH:18]=[CH:17][CH:16]=[C:15]([C:19]([OH:21])=O)[C:14]1=[O:22])[CH:6]=[CH:5]2.[NH2:23][C@@H:24]([CH2:32][CH2:33][CH2:34][NH:35][C:36]([NH:38][S:39]([C:42]1[C:43]([CH3:56])=[C:44]2[C:49](=[C:50]([CH3:53])[C:51]=1[CH3:52])[O:48][C:47]([CH3:55])([CH3:54])[CH2:46][CH2:45]2)(=[O:41])=[O:40])=[NH:37])[C:25]([O:27][C:28]([CH3:31])([CH3:30])[CH3:29])=[O:26].CN(C(ON1N=NC2C=CC=CC1=2)=[N+](C)C)C.F[P-](F)(F)(F)(F)F.CCN(C(C)C)C(C)C. (7) Given the product [Cl:9][C:10]1[C:11]2[N:12]([C:16]([CH:19]3[CH2:20][C:21]([CH2:24][OH:25])([OH:23])[CH2:22]3)=[N:17][C:18]=2[I:1])[CH:13]=[CH:14][N:15]=1, predict the reactants needed to synthesize it. The reactants are: [I:1]N1C(=O)CCC1=O.[Cl:9][C:10]1[C:11]2[N:12]([C:16]([CH:19]3[CH2:22][C:21]([CH2:24][OH:25])([OH:23])[CH2:20]3)=[N:17][CH:18]=2)[CH:13]=[CH:14][N:15]=1. (8) The reactants are: [CH2:1]([N:8]([CH2:19][C:20]1[CH:25]=[CH:24][C:23]([N+:26]([O-])=O)=[CH:22][CH:21]=1)[CH2:9][C:10]1[CH:15]=[CH:14][C:13]([N+:16]([O-])=O)=[CH:12][CH:11]=1)[C:2]1[CH:7]=[CH:6][CH:5]=[CH:4][CH:3]=1.[Cl-].[Ca+2].[Cl-]. Given the product [NH2:16][C:13]1[CH:14]=[CH:15][C:10]([CH2:9][N:8]([CH2:19][C:20]2[CH:21]=[CH:22][C:23]([NH2:26])=[CH:24][CH:25]=2)[CH2:1][C:2]2[CH:7]=[CH:6][CH:5]=[CH:4][CH:3]=2)=[CH:11][CH:12]=1, predict the reactants needed to synthesize it. (9) Given the product [Br:15][CH:13]([C:3]1[C:2]([Cl:1])=[N:11][C:10]2[C:5](=[CH:6][CH:7]=[CH:8][C:9]=2[Cl:12])[N:4]=1)[CH3:14], predict the reactants needed to synthesize it. The reactants are: [Cl:1][C:2]1[C:3]([CH2:13][CH3:14])=[N:4][C:5]2[C:10]([N:11]=1)=[C:9]([Cl:12])[CH:8]=[CH:7][CH:6]=2.[Br:15]N1C(C)(C)C(=O)N(Br)C1=O.C(OOC(=O)C1C=CC=CC=1)(=O)C1C=CC=CC=1.